Dataset: Forward reaction prediction with 1.9M reactions from USPTO patents (1976-2016). Task: Predict the product of the given reaction. (1) Given the reactants [Cl-].O[NH3+:3].[C:4](=[O:7])([O-])[OH:5].[Na+].CS(C)=O.[CH2:13]([C:17]1[N:18]=[C:19]([CH2:45][CH3:46])[N:20]([C:39]2[CH:44]=[CH:43][CH:42]=[CH:41][CH:40]=2)[C:21](=[O:38])[C:22]=1[CH2:23][C:24]1[CH:29]=[CH:28][C:27]([C:30]2[C:31]([C:36]#[N:37])=[CH:32][CH:33]=[CH:34][CH:35]=2)=[CH:26][CH:25]=1)[CH2:14][CH2:15][CH3:16], predict the reaction product. The product is: [CH2:13]([C:17]1[N:18]=[C:19]([CH2:45][CH3:46])[N:20]([C:39]2[CH:44]=[CH:43][CH:42]=[CH:41][CH:40]=2)[C:21](=[O:38])[C:22]=1[CH2:23][C:24]1[CH:29]=[CH:28][C:27]([C:30]2[CH:35]=[CH:34][CH:33]=[CH:32][C:31]=2[C:36]2[NH:3][C:4](=[O:7])[O:5][N:37]=2)=[CH:26][CH:25]=1)[CH2:14][CH2:15][CH3:16]. (2) Given the reactants [N+:1]([C:4]1[CH:9]=[CH:8][C:7]([C:10]2([C:14]([O:16][CH2:17][CH3:18])=[O:15])[CH2:13][CH2:12][CH2:11]2)=[CH:6][CH:5]=1)([O-])=O, predict the reaction product. The product is: [NH2:1][C:4]1[CH:5]=[CH:6][C:7]([C:10]2([C:14]([O:16][CH2:17][CH3:18])=[O:15])[CH2:11][CH2:12][CH2:13]2)=[CH:8][CH:9]=1. (3) The product is: [CH:3]([C:5]1[CH:12]=[CH:11][C:8]([CH2:9][I:1])=[CH:7][CH:6]=1)=[CH2:4]. Given the reactants [I-:1].[Na+].[CH:3]([C:5]1[CH:12]=[CH:11][C:8]([CH2:9]Cl)=[CH:7][CH:6]=1)=[CH2:4], predict the reaction product. (4) The product is: [CH:1]1[C:10]2[C:5](=[CH:6][CH:7]=[CH:8][CH:9]=2)[CH:4]=[C:3]([NH:11][C:13]2[C:22]3[NH:23][N:24]=[CH:25][C:21]=3[C:20]3[CH:19]=[CH:18][CH:17]=[CH:16][C:15]=3[N:14]=2)[N:2]=1. Given the reactants [CH:1]1[C:10]2[C:5](=[CH:6][CH:7]=[CH:8][CH:9]=2)[CH:4]=[C:3]([NH2:11])[N:2]=1.Cl[C:13]1[C:22]2=[N:23][N:24](CC3C=CC(OC)=CC=3)[CH:25]=[C:21]2[C:20]2[CH:19]=[CH:18][CH:17]=[CH:16][C:15]=2[N:14]=1, predict the reaction product. (5) Given the reactants [Na].Cl[C:3]1[N:11]=[CH:10][CH:9]=[CH:8][C:4]=1[C:5]([OH:7])=[O:6], predict the reaction product. The product is: [CH2:5]([O:6][C:3]1[C:4]([C:5]([OH:7])=[O:6])=[CH:8][CH:9]=[CH:10][N:11]=1)[CH2:4][CH2:8][CH3:9]. (6) Given the reactants [O:1]1[CH2:6][CH2:5][CH2:4][CH:3]([NH:7][NH:8]C(OC(C)(C)C)=O)[CH2:2]1.C(OCC)(=O)C.[ClH:22], predict the reaction product. The product is: [ClH:22].[O:1]1[CH2:6][CH2:5][CH2:4][CH:3]([NH:7][NH2:8])[CH2:2]1. (7) Given the reactants [OH:1][CH:2]1[CH2:7][CH2:6][NH:5][CH2:4][CH2:3]1.CC(C)([O-])C.[K+].CN1CCCC1=O.[Cl:21][C:22]1[CH:27]=[CH:26][C:25](F)=[C:24]([CH3:29])[C:23]=1[Cl:30], predict the reaction product. The product is: [ClH:21].[Cl:30][C:23]1[C:24]([CH3:29])=[C:25]([CH:26]=[CH:27][C:22]=1[Cl:21])[O:1][CH:2]1[CH2:7][CH2:6][NH:5][CH2:4][CH2:3]1.